This data is from Forward reaction prediction with 1.9M reactions from USPTO patents (1976-2016). The task is: Predict the product of the given reaction. (1) Given the reactants [CH2:1]([C@@:5]1([CH2:36][CH3:37])[NH:11][C@H:10]([C:12]2[CH:17]=[CH:16][CH:15]=[CH:14][CH:13]=2)[C:9]2[CH:18]=[C:19]([O:32][CH3:33])[C:20]([CH2:22][NH:23][CH2:24][C:25]([O:27]C(C)(C)C)=[O:26])=[CH:21][C:8]=2[S:7](=[O:35])(=[O:34])[CH2:6]1)[CH2:2][CH2:3][CH3:4].Cl, predict the reaction product. The product is: [CH2:1]([C@@:5]1([CH2:36][CH3:37])[NH:11][C@H:10]([C:12]2[CH:13]=[CH:14][CH:15]=[CH:16][CH:17]=2)[C:9]2[CH:18]=[C:19]([O:32][CH3:33])[C:20]([CH2:22][NH:23][CH2:24][C:25]([OH:27])=[O:26])=[CH:21][C:8]=2[S:7](=[O:35])(=[O:34])[CH2:6]1)[CH2:2][CH2:3][CH3:4]. (2) The product is: [Br:1][C:2]1[CH:18]=[C:17]([CH3:19])[C:5]([O:6][Si:7]([CH:8]([CH3:9])[CH3:10])([CH:14]([CH3:16])[CH3:15])[CH:11]([CH3:12])[CH3:13])=[C:4]([Cl:20])[C:3]=1[CH3:21]. Given the reactants [Br:1][C:2]1[CH:18]=[C:17]([CH3:19])[C:5]([O:6][Si:7]([CH:14]([CH3:16])[CH3:15])([CH:11]([CH3:13])[CH3:12])[CH:8]([CH3:10])[CH3:9])=[C:4]([Cl:20])[CH:3]=1.[C:21](=O)=O.CC(C)=O.[Li+].CC([N-]C(C)C)C.C(C1C=CC=CC=1)C.CI, predict the reaction product. (3) Given the reactants [CH3:1][C:2]1([CH3:33])[CH2:10][C:9]2[N:8]([C:11]3[CH:19]=[CH:18][C:14]([C:15]([NH2:17])=[O:16])=[C:13]([NH:20][C@H:21]4[CH2:26][CH2:25][CH2:24][CH2:23][C@@H:22]4[OH:27])[CH:12]=3)[N:7]=[C:6]([C:28]([F:31])([F:30])[F:29])[C:5]=2[C:4](=[O:32])[CH2:3]1.Cl.CN(C)CCCN=C=NCC.[C:46]([O:50][C:51]([NH:53][CH2:54][C:55](O)=[O:56])=[O:52])([CH3:49])([CH3:48])[CH3:47], predict the reaction product. The product is: [C:46]([O:50][C:51]([NH:53][CH2:54][C:55]([O:27][C@H:22]1[CH2:23][CH2:24][CH2:25][CH2:26][C@@H:21]1[NH:20][C:13]1[CH:12]=[C:11]([N:8]2[C:9]3[CH2:10][C:2]([CH3:33])([CH3:1])[CH2:3][C:4](=[O:32])[C:5]=3[C:6]([C:28]([F:30])([F:31])[F:29])=[N:7]2)[CH:19]=[CH:18][C:14]=1[C:15](=[O:16])[NH2:17])=[O:56])=[O:52])([CH3:49])([CH3:48])[CH3:47].